This data is from Peptide-MHC class II binding affinity with 134,281 pairs from IEDB. The task is: Regression. Given a peptide amino acid sequence and an MHC pseudo amino acid sequence, predict their binding affinity value. This is MHC class II binding data. (1) The peptide sequence is HMVEDFDHDILPDKF. The MHC is DRB1_0101 with pseudo-sequence DRB1_0101. The binding affinity (normalized) is 0.601. (2) The peptide sequence is GELQIVDKIDADFKI. The MHC is DRB1_1501 with pseudo-sequence DRB1_1501. The binding affinity (normalized) is 0.441.